From a dataset of Reaction yield outcomes from USPTO patents with 853,638 reactions. Predict the reaction yield, written as a fraction of the theoretical maximum amount of product (1.0 means a 100% yield; for example, 0.34 means a 34% yield). The reactants are [NH:1]([C:8]1[C:16]2[O:15][CH:14]([CH2:17][O:18][S:19]([C:22]3[CH:27]=[CH:26][C:25]([CH3:28])=[CH:24][CH:23]=3)(=[O:21])=[O:20])[CH2:13][C:12]=2[CH:11]=[CH:10][CH:9]=1)[C:2]1[CH:7]=[CH:6][CH:5]=[CH:4][CH:3]=1.Br[C:30]1C=CC(C)=CC=1.CC(C)([O-])C.[Na+]. The catalyst is C1(C)C=CC=CC=1.C1(P(C2C=CC=CC=2)[C-]2C=CC=C2)C=CC=CC=1.[C-]1(P(C2C=CC=CC=2)C2C=CC=CC=2)C=CC=C1.[Fe+2]. The product is [CH3:28][C:25]1[CH:26]=[CH:27][C:22]([S:19]([O:18][CH2:17][CH:14]2[CH2:13][C:12]3[CH:11]=[CH:10][CH:9]=[C:8]([NH:1][C:2]4[CH:7]=[CH:6][C:5]([CH3:30])=[CH:4][CH:3]=4)[C:16]=3[O:15]2)(=[O:21])=[O:20])=[CH:23][CH:24]=1. The yield is 0.290.